Predict the product of the given reaction. From a dataset of Forward reaction prediction with 1.9M reactions from USPTO patents (1976-2016). (1) Given the reactants Cl.[NH2:2][C:3]1[N:11]=[CH:10][N:9]=[C:8]2[C:4]=1[N:5]=[CH:6][N:7]2[C:12]1[CH:17]=[CH:16][C:15]([NH:18][C:19]([NH:21][C:22]2[CH:27]=[CH:26][C:25]([Cl:28])=[C:24]([C:29]([F:32])([F:31])[F:30])[CH:23]=2)=[O:20])=[CH:14][CH:13]=1.[CH2:33]([N:36]=[C:37]=[O:38])[CH:34]=[CH2:35], predict the reaction product. The product is: [CH2:33]([NH:36][C:37]([NH:2][C:3]1[N:11]=[CH:10][N:9]=[C:8]2[C:4]=1[N:5]=[CH:6][N:7]2[C:12]1[CH:13]=[CH:14][C:15]([NH:18][C:19]([NH:21][C:22]2[CH:27]=[CH:26][C:25]([Cl:28])=[C:24]([C:29]([F:31])([F:32])[F:30])[CH:23]=2)=[O:20])=[CH:16][CH:17]=1)=[O:38])[CH:34]=[CH2:35]. (2) Given the reactants [CH2:1]1[C:9]2[C:4](=[CH:5][CH:6]=[CH:7][CH:8]=2)[CH2:3][N:2]1[C:10]([C:12]1[CH:13]=[C:14]2[C:19](=[CH:20][C:21]=1[CH3:22])[N:18]1[C:23]([CH:26]3[CH2:31][CH2:30][CH2:29][O:28][CH2:27]3)=[N:24][CH:25]=[C:17]1[C:16](=[O:32])[NH:15]2)=[O:11].CO.[ClH:35].C(OCC)(=O)C, predict the reaction product. The product is: [ClH:35].[CH2:1]1[C:9]2[C:4](=[CH:5][CH:6]=[CH:7][CH:8]=2)[CH2:3][N:2]1[C:10]([C:12]1[CH:13]=[C:14]2[C:19](=[CH:20][C:21]=1[CH3:22])[N:18]1[C:23]([CH:26]3[CH2:31][CH2:30][CH2:29][O:28][CH2:27]3)=[N:24][CH:25]=[C:17]1[C:16](=[O:32])[NH:15]2)=[O:11]. (3) Given the reactants FC1C=C2C(C(I)=CN2S(C2C=CC=CC=2)(=O)=O)=CC=1.C1(S([N:30]2[C:38]3[C:33](=[CH:34][CH:35]=[C:36]([F:39])[CH:37]=3)[C:32]([C:40]3[CH:41]=[CH:42][C:43]4[O:47][C:46]([CH2:48][NH:49][S:50]([CH3:53])(=[O:52])=[O:51])=[N:45][C:44]=4[CH:54]=3)=[CH:31]2)(=O)=O)C=CC=CC=1, predict the reaction product. The product is: [F:39][C:36]1[CH:37]=[C:38]2[C:33]([C:32]([C:40]3[CH:41]=[CH:42][C:43]4[O:47][C:46]([CH2:48][NH:49][S:50]([CH3:53])(=[O:52])=[O:51])=[N:45][C:44]=4[CH:54]=3)=[CH:31][NH:30]2)=[CH:34][CH:35]=1.